From a dataset of Full USPTO retrosynthesis dataset with 1.9M reactions from patents (1976-2016). Predict the reactants needed to synthesize the given product. (1) Given the product [CH2:10]([C:7]1[CH:8]=[CH:9][C:4]([C:3]2[CH:30]=[C:29]([C:27]3[CH:28]=[C:24]([CH2:23][OH:22])[S:25][CH:26]=3)[O:1][N:2]=2)=[CH:5][CH:6]=1)[CH:11]([CH3:13])[CH3:12], predict the reactants needed to synthesize it. The reactants are: [OH:1][N:2]=[C:3](Cl)[C:4]1[CH:9]=[CH:8][C:7]([CH2:10][CH:11]([CH3:13])[CH3:12])=[CH:6][CH:5]=1.C([Si]([O:22][CH2:23][C:24]1[S:25][CH:26]=[C:27]([C:29]#[CH:30])[CH:28]=1)(C)C)(C)(C)C.C(N(CC)CC)C.[F-].C([N+](CCCC)(CCCC)CCCC)CCC. (2) Given the product [CH2:1]([O:3][CH2:4][C:5]1[N:18]([N:19]2[CH2:24][CH2:23][O:22][CH2:21][CH2:20]2)[C:17]2[C:16]3[CH:15]=[CH:14][CH:13]=[CH:12][C:11]=3[N:10]=[CH:9][C:8]=2[N:7]=1)[CH3:2], predict the reactants needed to synthesize it. The reactants are: [CH2:1]([O:3][CH2:4][C:5]([NH:7][C:8]1[CH:9]=[N:10][C:11]2[C:16]([C:17]=1[NH:18][N:19]1[CH2:24][CH2:23][O:22][CH2:21][CH2:20]1)=[CH:15][CH:14]=[CH:13][CH:12]=2)=O)[CH3:2].Cl.N1C=CC=CC=1.CO.